This data is from Full USPTO retrosynthesis dataset with 1.9M reactions from patents (1976-2016). The task is: Predict the reactants needed to synthesize the given product. (1) Given the product [CH3:2][N:3]([CH3:11])[C:4](=[O:10])[C@@H:5]([CH:7]([CH3:9])[CH3:8])[NH:6][C:20]1[CH2:24][S:23][C:22](=[O:25])[N:21]=1, predict the reactants needed to synthesize it. The reactants are: Cl.[CH3:2][N:3]([CH3:11])[C:4](=[O:10])[C@@H:5]([CH:7]([CH3:9])[CH3:8])[NH2:6].C(N(CC)CC)C.S=[C:20]1[CH2:24][S:23][C:22](=[O:25])[NH:21]1. (2) Given the product [CH3:1][O:2][C:3]1[C:4]([O:27][CH3:28])=[CH:5][C:6]2[N:12]([C:13]([C:15]3[CH:20]=[CH:19][C:18]([C:32]4[CH:33]=[CH:34][CH:35]=[CH:36][C:31]=4[C:30]([F:41])([F:40])[F:29])=[C:17]([CH3:22])[CH:16]=3)=[O:14])[CH2:11][C:10]3=[CH:23][CH:24]=[CH:25][N:9]3[CH2:8][C:7]=2[CH:26]=1, predict the reactants needed to synthesize it. The reactants are: [CH3:1][O:2][C:3]1[C:4]([O:27][CH3:28])=[CH:5][C:6]2[N:12]([C:13]([C:15]3[CH:20]=[CH:19][C:18](Br)=[C:17]([CH3:22])[CH:16]=3)=[O:14])[CH2:11][C:10]3=[CH:23][CH:24]=[CH:25][N:9]3[CH2:8][C:7]=2[CH:26]=1.[F:29][C:30]([F:41])([F:40])[C:31]1[CH:36]=[CH:35][CH:34]=[CH:33][C:32]=1B(O)O.P([O-])([O-])([O-])=O.[K+].[K+].[K+].